From a dataset of Buchwald-Hartwig C-N cross coupling reaction yields with 55,370 reactions. Predict the reaction yield, written as a fraction of the theoretical maximum amount of product (1.0 means a 100% yield; for example, 0.34 means a 34% yield). (1) The reactants are Clc1ccccn1.Cc1ccc(N)cc1.O=S(=O)(O[Pd]1c2ccccc2-c2ccccc2N~1)C(F)(F)F.CC(C)c1cc(C(C)C)c(-c2ccccc2P(C(C)(C)C)C(C)(C)C)c(C(C)C)c1.CN(C)C(=NC(C)(C)C)N(C)C.COC(=O)c1ccno1. No catalyst specified. The product is Cc1ccc(Nc2ccccn2)cc1. The yield is 0.381. (2) The reactants are COc1ccc(I)cc1.Cc1ccc(N)cc1.O=S(=O)(O[Pd]1c2ccccc2-c2ccccc2N~1)C(F)(F)F.CC(C)c1cc(C(C)C)c(-c2ccccc2P(C(C)(C)C)C(C)(C)C)c(C(C)C)c1.CCN=P(N=P(N(C)C)(N(C)C)N(C)C)(N(C)C)N(C)C.c1ccc2oncc2c1. No catalyst specified. The product is COc1ccc(Nc2ccc(C)cc2)cc1. The yield is 0.269.